Task: Predict the reactants needed to synthesize the given product.. Dataset: Retrosynthesis with 50K atom-mapped reactions and 10 reaction types from USPTO (1) The reactants are: CCOC(=O)CCCCBr.COC(=O)c1ccc(CNC2CCc3cccc(OC)c3C2)cc1. Given the product CCOC(=O)CCCCN(Cc1ccc(C(=O)OC)cc1)C1CCc2cccc(OC)c2C1, predict the reactants needed to synthesize it. (2) Given the product CCC(CC)C(O)[C@H](O)[C@H](CC1CCCCC1)NC(=O)[C@H](Cc1c[nH]cn1)NC(=O)[C@@H](CC(=O)C(C)(C)C)Cc1ccccc1, predict the reactants needed to synthesize it. The reactants are: CC(C)(C)C(=O)C[C@@H](Cc1ccccc1)C(=O)O.CCC(CC)C(O)[C@H](O)[C@H](CC1CCCCC1)NC(=O)[C@@H](N)Cc1c[nH]cn1. (3) Given the product C[C@H](O)c1nc2ccccc2n1-c1nc(N2CCOCC2)c2nc(CC3CNC3)n(C)c2n1, predict the reactants needed to synthesize it. The reactants are: C[C@H](O)c1nc2ccccc2n1-c1nc(N2CCOCC2)c2nc(CC3CN(C(=O)OC(C)(C)C)C3)n(C)c2n1. (4) Given the product CCCCCCCCCCCCn1nnnc1NC(=O)Nc1c(C(C)C)cccc1C(C)C, predict the reactants needed to synthesize it. The reactants are: CC(C)c1cccc(C(C)C)c1N=C=O.CCCCCCCCCCCCn1nnnc1N. (5) Given the product O=C(Nc1ccc(Cl)c(C(=O)Nc2cnc(Nc3ccc(C(=O)NCCN4CCCC4)nc3)nc2)c1)c1cccc(C(F)(F)F)c1, predict the reactants needed to synthesize it. The reactants are: Nc1cnc(Nc2ccc(C(=O)NCCN3CCCC3)nc2)nc1.O=C(Nc1ccc(Cl)c(C(=O)O)c1)c1cccc(C(F)(F)F)c1. (6) Given the product COc1c(F)cc(Br)c2nc(C)ccc12, predict the reactants needed to synthesize it. The reactants are: C/C=C/C=O.COc1cc(N)c(Br)cc1F.